From a dataset of Full USPTO retrosynthesis dataset with 1.9M reactions from patents (1976-2016). Predict the reactants needed to synthesize the given product. (1) Given the product [NH2:25][C:26]1[C:35]2[C:30](=[C:31]([C:14]3[CH:13]=[CH:12][C:11]4[N:7]([CH:1]5[CH2:2][CH2:3][CH2:4][CH2:5][CH2:6]5)[CH:8]=[N:9][C:10]=4[CH:15]=3)[CH:32]=[CH:33][CH:34]=2)[N:29]=[N:28][C:27]=1[C:37]([NH2:39])=[O:38], predict the reactants needed to synthesize it. The reactants are: [CH:1]1([N:7]2[C:11]3[CH:12]=[CH:13][C:14](B4OC(C)(C)C(C)(C)O4)=[CH:15][C:10]=3[N:9]=[CH:8]2)[CH2:6][CH2:5][CH2:4][CH2:3][CH2:2]1.[NH2:25][C:26]1[C:35]2[C:30](=[C:31](Br)[CH:32]=[CH:33][CH:34]=2)[N:29]=[N:28][C:27]=1[C:37]([NH2:39])=[O:38]. (2) Given the product [F:34][C:35]1[CH:41]=[CH:40][C:38]([NH:39][C:25]([C:10]2[N:11]=[C:12]([N:17]3[CH2:22][CH2:21][CH2:20][CH2:19][S:18]3(=[O:24])=[O:23])[N:13]([CH3:16])[C:14](=[O:15])[C:9]=2[O:8][CH2:1][C:2]2[CH:3]=[CH:4][CH:5]=[CH:6][CH:7]=2)=[O:27])=[CH:37][CH:36]=1, predict the reactants needed to synthesize it. The reactants are: [CH2:1]([O:8][C:9]1[C:14](=[O:15])[N:13]([CH3:16])[C:12]([N:17]2[CH2:22][CH2:21][CH2:20][CH2:19][S:18]2(=[O:24])=[O:23])=[N:11][C:10]=1[C:25]([OH:27])=O)[C:2]1[CH:7]=[CH:6][CH:5]=[CH:4][CH:3]=1.[Cl-].ClC=[N+](C)C.[F:34][C:35]1[CH:41]=[CH:40][C:38]([NH2:39])=[CH:37][CH:36]=1.N1C=CC=CC=1. (3) The reactants are: [Si](O[C@H]([C@H]1C[C@@H](OCCC)CN1C(OC(C)(C)C)=O)[C@@H:10]([NH:20][C:21](=[O:38])[C:22]1[CH:27]=[CH:26][CH:25]=[C:24]([C:28]([N:30]2[CH2:34][CH2:33][CH2:32][C@@H:31]2[CH2:35]OC)=[O:29])[CH:23]=1)[CH2:11]C1C=C(F)C=C(F)C=1)(C(C)(C)C)(C)C.C(OC([C@@H:65]([CH2:93][C:94]1[CH:99]=[CH:98][CH:97]=[CH:96][CH:95]=1)[C@@H:66]([C@H:75]1[CH2:79][C@@H:78]([S:80]([CH2:83][CH2:84][CH3:85])(=[O:82])=[O:81])[CH2:77][N:76]1C(OC(C)(C)C)=O)[O:67][Si](C(C)(C)C)(C)C)=O)C1C=CC=CC=1.C([O:104][C:105]([N:107]1C[C@H](OCCC)C[C@@H]1[C@@H](O[Si](C(C)(C)C)(C)C)[C@@H](NC(C1C=C(C=CC=1)C(O)=O)=O)CC1C=C(F)C=C(F)C=1)=O)(C)(C)C.OOS([O-])=O.[K+].[CH3:153]O. Given the product [OH:67][C@H:66]([C@H:75]1[CH2:79][C@@H:78]([S:80]([CH2:83][CH2:84][CH3:85])(=[O:81])=[O:82])[CH2:77][NH:76]1)[C@@H:65]([NH:107][C:105](=[O:104])[C:26]1[CH:27]=[C:22]([C:21]2[O:38][CH:11]=[CH:10][N:20]=2)[CH:23]=[C:24]([C:28]([N:30]([CH2:31][CH2:35][CH3:153])[CH2:34][CH2:33][CH3:32])=[O:29])[CH:25]=1)[CH2:93][C:94]1[CH:95]=[CH:96][CH:97]=[CH:98][CH:99]=1, predict the reactants needed to synthesize it. (4) Given the product [NH2:3]/[C:2](=[N:10]\[OH:1])/[C:4]([O:6][CH2:7][CH3:8])=[O:5], predict the reactants needed to synthesize it. The reactants are: [OH2:1].[C:2]([C:4]([O:6][CH2:7][CH3:8])=[O:5])#[N:3].Cl.[NH2:10]O.C(=O)([O-])[O-].[Na+].[Na+]. (5) Given the product [CH2:15]([O:14][C:12](=[O:13])[C:11]([NH:5][NH:6][C:7](=[NH:9])[NH2:8])=[O:17])[CH3:16], predict the reactants needed to synthesize it. The reactants are: C(=O)(O)O.[NH2:5][NH:6][C:7]([NH2:9])=[NH:8].Cl[C:11](=[O:17])[C:12]([O:14][CH2:15][CH3:16])=[O:13].